This data is from Forward reaction prediction with 1.9M reactions from USPTO patents (1976-2016). The task is: Predict the product of the given reaction. Given the reactants [Cl:1][C:2]1[N:7]=[C:6](Cl)[CH:5]=[CH:4][N:3]=1.C([O-])([O-])=O.[Na+].[Na+].[CH3:15][O:16][C:17]1[CH:18]=[C:19]2[C:23](=[CH:24][CH:25]=1)[CH2:22][NH:21][CH2:20]2, predict the reaction product. The product is: [Cl:1][C:2]1[N:7]=[C:6]([N:21]2[CH2:20][C:19]3[C:23](=[CH:24][CH:25]=[C:17]([O:16][CH3:15])[CH:18]=3)[CH2:22]2)[CH:5]=[CH:4][N:3]=1.